From a dataset of Experimentally validated miRNA-target interactions with 360,000+ pairs, plus equal number of negative samples. Binary Classification. Given a miRNA mature sequence and a target amino acid sequence, predict their likelihood of interaction. The miRNA is hsa-miR-6736-3p with sequence UCAGCUCCUCUCUACCCACAG. The protein sequence of the target gene is MRAARRGLHCAGAERPRRRGRLWDSSGVPQRQKRPGPWRTQTQEQMSRDVCIHTWPCTYYLEPKRRWVTGQLSLTSLSLRFMTDSTGEILVSFPLSSIVEIKKEASHFIFSSITILEKGHAKHWFSSLRPSRNVVFSIIEHFWRELLLSQPGAVADASVPRTRGEELTGLMAGSQKRLEDTARVLHHQGQQLDSVMRGLDKMESDLEVADRLLTELESPAWWPFSSKLWKTPPETKPREDVSMTSCEPFGKEGILIKIPAVISHRTESHVKPGRLTVLVSGLEIHDSSSLLMHRFEREDV.... Result: 1 (interaction).